This data is from Forward reaction prediction with 1.9M reactions from USPTO patents (1976-2016). The task is: Predict the product of the given reaction. (1) Given the reactants [Cl:1][C:2]1[C:3]([N:8]([CH2:29][C:30]([OH:32])=O)[C:9]2[CH:14]=[C:13]([C:15](=[O:27])[NH:16][C:17]3[CH:22]=[CH:21][C:20]([C:23]([CH3:26])([CH3:25])[CH3:24])=[CH:19][CH:18]=3)[CH:12]=[CH:11][C:10]=2[Cl:28])=[N:4][CH:5]=[CH:6][CH:7]=1.ON1C2C=CC=CC=2N=N1.Cl.[CH2:44]([N:46]=[C:47]=NCCCN(C)C)C.CNC, predict the reaction product. The product is: [Cl:28][C:10]1[CH:11]=[CH:12][C:13]([C:15]([NH:16][C:17]2[CH:22]=[CH:21][C:20]([C:23]([CH3:26])([CH3:25])[CH3:24])=[CH:19][CH:18]=2)=[O:27])=[CH:14][C:9]=1[N:8]([C:3]1[C:2]([Cl:1])=[CH:7][CH:6]=[CH:5][N:4]=1)[CH2:29][C:30](=[O:32])[N:46]([CH3:47])[CH3:44]. (2) Given the reactants [F:1][C:2]1[CH:3]=[C:4]([N:24]2[CH2:29][CH2:28][CH:27](O)[CH2:26][CH2:25]2)[CH:5]=[CH:6][C:7]=1[CH2:8][N:9]1[C@@H:14]([CH3:15])[CH2:13][CH2:12][CH:11]([C:16]2[CH:21]=[CH:20][CH:19]=[CH:18][CH:17]=2)[S:10]1(=[O:23])=[O:22].[NH:31]1[CH:35]=[N:34][N:33]=[N:32]1.C1(P(C2C=CC=CC=2)C2C=CC=CC=2)C=CC=CC=1.N(C(OC(C)C)=O)=NC(OC(C)C)=O, predict the reaction product. The product is: [F:1][C:2]1[CH:3]=[C:4]([N:24]2[CH2:29][CH2:28][CH:27]([N:31]3[CH:35]=[N:34][N:33]=[N:32]3)[CH2:26][CH2:25]2)[CH:5]=[CH:6][C:7]=1[CH2:8][N:9]1[C@@H:14]([CH3:15])[CH2:13][CH2:12][CH:11]([C:16]2[CH:21]=[CH:20][CH:19]=[CH:18][CH:17]=2)[S:10]1(=[O:23])=[O:22].